Dataset: NCI-60 drug combinations with 297,098 pairs across 59 cell lines. Task: Regression. Given two drug SMILES strings and cell line genomic features, predict the synergy score measuring deviation from expected non-interaction effect. (1) Synergy scores: CSS=38.8, Synergy_ZIP=-11.4, Synergy_Bliss=-5.27, Synergy_Loewe=-9.08, Synergy_HSA=-1.42. Cell line: DU-145. Drug 1: C1=CC(=CC=C1CCC2=CNC3=C2C(=O)NC(=N3)N)C(=O)NC(CCC(=O)O)C(=O)O. Drug 2: C1=CN(C(=O)N=C1N)C2C(C(C(O2)CO)O)O.Cl. (2) Drug 1: CC1C(C(CC(O1)OC2CC(CC3=C2C(=C4C(=C3O)C(=O)C5=C(C4=O)C(=CC=C5)OC)O)(C(=O)C)O)N)O.Cl. Drug 2: CNC(=O)C1=NC=CC(=C1)OC2=CC=C(C=C2)NC(=O)NC3=CC(=C(C=C3)Cl)C(F)(F)F. Cell line: OVCAR-5. Synergy scores: CSS=38.3, Synergy_ZIP=-2.85, Synergy_Bliss=0.756, Synergy_Loewe=-11.8, Synergy_HSA=-0.127. (3) Drug 1: C1=CC=C(C(=C1)C(C2=CC=C(C=C2)Cl)C(Cl)Cl)Cl. Drug 2: COCCOC1=C(C=C2C(=C1)C(=NC=N2)NC3=CC=CC(=C3)C#C)OCCOC.Cl. Cell line: HCT116. Synergy scores: CSS=3.10, Synergy_ZIP=-1.50, Synergy_Bliss=-2.88, Synergy_Loewe=-3.80, Synergy_HSA=-2.67. (4) Drug 1: CC1=C(C=C(C=C1)NC(=O)C2=CC=C(C=C2)CN3CCN(CC3)C)NC4=NC=CC(=N4)C5=CN=CC=C5. Drug 2: C1CN(P(=O)(OC1)NCCCl)CCCl. Cell line: SNB-75. Synergy scores: CSS=2.25, Synergy_ZIP=-1.64, Synergy_Bliss=-1.42, Synergy_Loewe=1.72, Synergy_HSA=-0.248. (5) Drug 1: CC12CCC3C(C1CCC2O)C(CC4=C3C=CC(=C4)O)CCCCCCCCCS(=O)CCCC(C(F)(F)F)(F)F. Drug 2: C1=CN(C=N1)CC(O)(P(=O)(O)O)P(=O)(O)O. Cell line: HCT-15. Synergy scores: CSS=-1.68, Synergy_ZIP=-1.14, Synergy_Bliss=-2.06, Synergy_Loewe=-2.94, Synergy_HSA=-3.30. (6) Drug 1: C1=CC(=CC=C1CCC2=CNC3=C2C(=O)NC(=N3)N)C(=O)NC(CCC(=O)O)C(=O)O. Drug 2: CC12CCC3C(C1CCC2O)C(CC4=C3C=CC(=C4)O)CCCCCCCCCS(=O)CCCC(C(F)(F)F)(F)F. Cell line: PC-3. Synergy scores: CSS=40.6, Synergy_ZIP=3.44, Synergy_Bliss=0.954, Synergy_Loewe=-14.1, Synergy_HSA=1.24. (7) Drug 1: C1C(C(OC1N2C=C(C(=O)NC2=O)F)CO)O. Drug 2: CN1C2=C(C=C(C=C2)N(CCCl)CCCl)N=C1CCCC(=O)O.Cl. Cell line: SF-295. Synergy scores: CSS=31.5, Synergy_ZIP=-9.00, Synergy_Bliss=-2.79, Synergy_Loewe=-62.1, Synergy_HSA=-2.08.